This data is from Retrosynthesis with 50K atom-mapped reactions and 10 reaction types from USPTO. The task is: Predict the reactants needed to synthesize the given product. (1) The reactants are: C[C@@](CCn1cc(-c2nc3ccccc3o2)cn1)(C(=O)NOC1CCCCO1)S(C)(=O)=O. Given the product C[C@@](CCn1cc(-c2nc3ccccc3o2)cn1)(C(=O)NO)S(C)(=O)=O, predict the reactants needed to synthesize it. (2) Given the product O=C(O)CSC1CCCC1, predict the reactants needed to synthesize it. The reactants are: CCOC(=O)CSC1CCCC1. (3) Given the product NS(=O)(=O)c1ccc(N(CC2CCCC2)C(=O)Nc2ncc(SCC(=O)O)s2)cc1, predict the reactants needed to synthesize it. The reactants are: CCOC(=O)CSc1cnc(NC(=O)N(CC2CCCC2)c2ccc(S(N)(=O)=O)cc2)s1. (4) Given the product Cc1cc(C)c(CNC(=O)c2cc(-c3ccc(N(C)C)nc3)cc3c2cnn3C(C)C)c(=O)[nH]1, predict the reactants needed to synthesize it. The reactants are: CN(C)c1ccc(B(O)O)cn1.Cc1cc(C)c(CNC(=O)c2cc(Br)cc3c2cnn3C(C)C)c(=O)[nH]1. (5) Given the product COC(=O)C1(c2ccc(Nc3cc(-c4ccccc4)nc(NC(C)(C)C)n3)cc2)CCC1, predict the reactants needed to synthesize it. The reactants are: CC(C)(C)Nc1nc(Cl)cc(-c2ccccc2)n1.COC(=O)C1(c2ccc(N)cc2)CCC1. (6) Given the product CNNC(=O)OC(C)(C)C, predict the reactants needed to synthesize it. The reactants are: CN(NC(=O)OC(C)(C)C)C(=O)OCc1ccccc1. (7) Given the product CCn1c(C=O)cc2cc(Oc3nc4ccccc4s3)ccc21, predict the reactants needed to synthesize it. The reactants are: CCn1c(CO)cc2cc(Oc3nc4ccccc4s3)ccc21. (8) Given the product COCc1nc(C)ccc1OCc1ccc(OC)cc1, predict the reactants needed to synthesize it. The reactants are: CI.COc1ccc(COc2ccc(C)nc2CO)cc1. (9) Given the product O=C(c1cc2ncc(Br)cn2n1)N1CCn2c(nnc2-c2ccoc2)C1, predict the reactants needed to synthesize it. The reactants are: O=C(O)c1cc2ncc(Br)cn2n1.c1cc(-c2nnc3n2CCNC3)co1.